Task: Predict the product of the given reaction.. Dataset: Forward reaction prediction with 1.9M reactions from USPTO patents (1976-2016) (1) Given the reactants [CH2:1]([O:8][C:9]1[CH:18]=[CH:17][CH:16]=[C:15]2[C:10]=1[CH2:11][CH2:12][CH2:13][CH:14]2[C:19]([OH:21])=O)[C:2]1[CH:7]=[CH:6][CH:5]=[CH:4][CH:3]=1.[CH3:22][O:23][C:24]1[C:29]([CH2:30][NH:31][C:32]2[CH:37]=[CH:36][C:35]([CH:38]([CH3:40])[CH3:39])=[CH:34][CH:33]=2)=[CH:28][CH:27]=[C:26]([O:41][CH3:42])[N:25]=1, predict the reaction product. The product is: [CH2:1]([O:8][C:9]1[CH:18]=[CH:17][CH:16]=[C:15]2[C:10]=1[CH2:11][CH2:12][CH2:13][CH:14]2[C:19]([N:31]([CH2:30][C:29]1[C:24]([O:23][CH3:22])=[N:25][C:26]([O:41][CH3:42])=[CH:27][CH:28]=1)[C:32]1[CH:37]=[CH:36][C:35]([CH:38]([CH3:40])[CH3:39])=[CH:34][CH:33]=1)=[O:21])[C:2]1[CH:3]=[CH:4][CH:5]=[CH:6][CH:7]=1. (2) The product is: [Cl:20][C:21]1[CH:26]=[CH:25][C:24]([NH:27][C:28]([NH:12][C:9]2[CH:10]=[CH:11][C:6]([O:5][CH2:4][CH2:3][N:2]([CH3:19])[CH3:1])=[C:7]([C:13]3[N:14]([CH3:18])[N:15]=[CH:16][CH:17]=3)[CH:8]=2)=[O:29])=[CH:23][CH:22]=1. Given the reactants [CH3:1][N:2]([CH3:19])[CH2:3][CH2:4][O:5][C:6]1[CH:11]=[CH:10][C:9]([NH2:12])=[CH:8][C:7]=1[C:13]1[N:14]([CH3:18])[N:15]=[CH:16][CH:17]=1.[Cl:20][C:21]1[CH:26]=[CH:25][C:24]([N:27]=[C:28]=[O:29])=[CH:23][CH:22]=1, predict the reaction product. (3) The product is: [NH2:17][C:11]1[C:12]([C:14]([OH:16])=[O:15])=[CH:13][C:6]2[O:5][CH:4]([CH2:3][O:2][CH3:1])[CH2:9][O:8][C:7]=2[CH:10]=1. Given the reactants [CH3:1][O:2][CH2:3][CH:4]1[CH2:9][O:8][C:7]2[CH:10]=[C:11]([N+:17]([O-])=O)[C:12]([C:14]([OH:16])=[O:15])=[CH:13][C:6]=2[O:5]1, predict the reaction product.